Dataset: Serine/threonine kinase 33 screen with 319,792 compounds. Task: Binary Classification. Given a drug SMILES string, predict its activity (active/inactive) in a high-throughput screening assay against a specified biological target. (1) The compound is Brc1cc(C(=O)Nc2c(N3CCN(CC3)C(=O)c3ccccc3)cccc2)c(Cl)cc1. The result is 0 (inactive). (2) The compound is S(=O)(=O)(N1CCC(CC1)C(O)=O)c1cc([N+]([O-])=O)c(N2CCC(CC2)C(O)=O)cc1. The result is 0 (inactive).